From a dataset of Reaction yield outcomes from USPTO patents with 853,638 reactions. Predict the reaction yield, written as a fraction of the theoretical maximum amount of product (1.0 means a 100% yield; for example, 0.34 means a 34% yield). The reactants are [C:1]([C:3]1[CH:4]=[C:5]([S:9]([NH:12]C2C(NC3C=C(OC)C=C(OC)C=3)=NC3C(=CC=CC=3)N=2)(=[O:11])=[O:10])[CH:6]=[CH:7][CH:8]=1)#[N:2].[N-:34]=[N+:35]=[N-:36].[Na+].[Cl-].[NH4+].Cl. The catalyst is CN(C)C=O. The product is [N:34]1[NH:35][N:36]=[N:2][C:1]=1[C:3]1[CH:4]=[C:5]([S:9]([NH2:12])(=[O:11])=[O:10])[CH:6]=[CH:7][CH:8]=1. The yield is 0.250.